This data is from Full USPTO retrosynthesis dataset with 1.9M reactions from patents (1976-2016). The task is: Predict the reactants needed to synthesize the given product. (1) Given the product [NH:7]1[C:8]2=[N:9][CH:10]=[CH:11][CH:12]=[C:13]2[C:5]([C:3]([NH:21][NH2:22])=[O:4])=[CH:6]1, predict the reactants needed to synthesize it. The reactants are: ClC(Cl)(Cl)[C:3]([C:5]1[C:13]2[C:8](=[N:9][CH:10]=[CH:11][CH:12]=2)[NH:7][CH:6]=1)=[O:4].CN(C=O)C.[NH2:21][NH2:22]. (2) Given the product [F:33][C:34]([F:39])([F:38])[C:35]([OH:37])=[O:36].[NH:21]1[CH2:22][CH2:23][CH:18]([C:15]2[CH:16]=[CH:17][C:11]3[O:10][C:9]([C:6]4[CH:5]=[CH:4][C:3]([C:2]([F:31])([F:1])[F:32])=[CH:8][CH:7]=4)=[N:13][C:12]=3[CH:14]=2)[CH2:19][CH2:20]1, predict the reactants needed to synthesize it. The reactants are: [F:1][C:2]([F:32])([F:31])[C:3]1[CH:8]=[CH:7][C:6]([C:9]2[O:10][C:11]3[CH:17]=[CH:16][C:15]([C:18]4[CH2:23][CH2:22][N:21](C(OC(C)(C)C)=O)[CH2:20][CH:19]=4)=[CH:14][C:12]=3[N:13]=2)=[CH:5][CH:4]=1.[F:33][C:34]([F:39])([F:38])[C:35]([OH:37])=[O:36].